This data is from Forward reaction prediction with 1.9M reactions from USPTO patents (1976-2016). The task is: Predict the product of the given reaction. (1) Given the reactants CCN(C1C=CC=CC=1)CC.O[C:13]1[N:18]=[C:17]([CH3:19])[C:16]([Br:20])=[C:15]([CH3:21])[N:14]=1.P(Cl)(Cl)([Cl:24])=O, predict the reaction product. The product is: [Cl:24][C:13]1[N:18]=[C:17]([CH3:19])[C:16]([Br:20])=[C:15]([CH3:21])[N:14]=1. (2) Given the reactants [Cl:1][C:2]1[CH:26]=[CH:25][C:5]([CH2:6][N:7]2[C:15]3[C:10](=[CH:11][C:12]([CH:16]=[C:17]4[S:21][CH:20](SC)[NH:19][C:18]4=[O:24])=[CH:13][CH:14]=3)[CH:9]=[N:8]2)=[C:4]([C:27]([F:30])([F:29])[F:28])[CH:3]=1.[CH3:31][NH:32][CH2:33][CH2:34][N:35]1[CH2:39][CH2:38][CH2:37][CH2:36]1, predict the reaction product. The product is: [Cl:1][C:2]1[CH:26]=[CH:25][C:5]([CH2:6][N:7]2[C:15]3[C:10](=[CH:11][C:12]([CH:16]=[C:17]4[S:21][C:20]([N:32]([CH3:31])[CH2:33][CH2:34][N:35]5[CH2:39][CH2:38][CH2:37][CH2:36]5)=[N:19][C:18]4=[O:24])=[CH:13][CH:14]=3)[CH:9]=[N:8]2)=[C:4]([C:27]([F:29])([F:30])[F:28])[CH:3]=1. (3) Given the reactants [CH:1]1([Mg]Br)[CH2:3][CH2:2]1.Br[C:7]1[CH:8]=[C:9]2[C:15]3([CH2:20][CH2:19][N:18]([C:21]([O:23][C:24]([CH3:27])([CH3:26])[CH3:25])=[O:22])[CH2:17][CH2:16]3)[CH2:14][N:13]([C:28]3[C:29]4[C@H:36]([CH3:37])[CH2:35][CH2:34][C:30]=4[N:31]=[CH:32][N:33]=3)[C:10]2=[CH:11][CH:12]=1, predict the reaction product. The product is: [CH:1]1([C:7]2[CH:8]=[C:9]3[C:15]4([CH2:20][CH2:19][N:18]([C:21]([O:23][C:24]([CH3:25])([CH3:26])[CH3:27])=[O:22])[CH2:17][CH2:16]4)[CH2:14][N:13]([C:28]4[C:29]5[C@H:36]([CH3:37])[CH2:35][CH2:34][C:30]=5[N:31]=[CH:32][N:33]=4)[C:10]3=[CH:11][CH:12]=2)[CH2:3][CH2:2]1. (4) Given the reactants [CH2:1]([N:8]1[C:16]2[C:11](=[CH:12][CH:13]=[C:14]([N+:17]([O-:19])=[O:18])[CH:15]=2)[C:10]([C:20]([OH:28])([CH2:25][CH:26]=C)[C:21]([F:24])([F:23])[F:22])=[CH:9]1)[C:2]1[CH:7]=[CH:6][CH:5]=[CH:4][CH:3]=1.[O:29]=[O+][O-], predict the reaction product. The product is: [CH2:1]([N:8]1[C:16]2[C:11](=[CH:12][CH:13]=[C:14]([N+:17]([O-:19])=[O:18])[CH:15]=2)[C:10]([C:20]([OH:28])([C:21]([F:23])([F:22])[F:24])[CH2:25][CH:26]=[O:29])=[CH:9]1)[C:2]1[CH:3]=[CH:4][CH:5]=[CH:6][CH:7]=1. (5) Given the reactants [CH:1]1([CH2:7][CH2:8][CH2:9][C@@H:10]([C:19]2[O:23][N:22]=[C:21]([CH2:24]OS(C3C=CC(C)=CC=3)(=O)=O)[N:20]=2)[CH2:11][C:12]([O:14][C:15]([CH3:18])([CH3:17])[CH3:16])=[O:13])[CH2:6][CH2:5][CH2:4][CH2:3][CH2:2]1.[CH3:36][NH2:37], predict the reaction product. The product is: [CH:1]1([CH2:7][CH2:8][CH2:9][C@@H:10]([C:19]2[O:23][N:22]=[C:21]([CH2:24][NH:37][CH3:36])[N:20]=2)[CH2:11][C:12]([O:14][C:15]([CH3:18])([CH3:17])[CH3:16])=[O:13])[CH2:6][CH2:5][CH2:4][CH2:3][CH2:2]1. (6) Given the reactants [C:1]([C:5]1[CH:25]=[CH:24][C:8]([O:9][C:10]2[C:18]3[C:13](=[CH:14][CH:15]=[CH:16][CH:17]=3)[NH:12][C:11]=2[C:19]([O:21][CH2:22][CH3:23])=[O:20])=[CH:7][CH:6]=1)([CH3:4])([CH3:3])[CH3:2].C([O-])([O-])=O.[Cs+].[Cs+].Cl[CH2:33][C:34]1[CH:39]=[C:38]([O:40][CH2:41][CH2:42][O:43][CH3:44])[CH:37]=[C:36]([O:45][CH2:46][CH2:47][O:48][CH3:49])[CH:35]=1, predict the reaction product. The product is: [CH3:49][O:48][CH2:47][CH2:46][O:45][C:36]1[CH:35]=[C:34]([CH:39]=[C:38]([O:40][CH2:41][CH2:42][O:43][CH3:44])[CH:37]=1)[CH2:33][N:12]1[C:13]2[C:18](=[CH:17][CH:16]=[CH:15][CH:14]=2)[C:10]([O:9][C:8]2[CH:24]=[CH:25][C:5]([C:1]([CH3:2])([CH3:4])[CH3:3])=[CH:6][CH:7]=2)=[C:11]1[C:19]([O:21][CH2:22][CH3:23])=[O:20]. (7) The product is: [C:26]([C:28]1[CH:33]=[CH:32][C:31]([C:2]2[N:6]([S:7]([C:10]3[CH:11]=[N:12][CH:13]=[CH:14][CH:15]=3)(=[O:9])=[O:8])[CH:5]=[C:4]([CH2:16][N:17]([CH3:25])[C:18](=[O:24])[O:19][C:20]([CH3:23])([CH3:22])[CH3:21])[CH:3]=2)=[CH:30][CH:29]=1)#[N:27]. Given the reactants Br[C:2]1[N:6]([S:7]([C:10]2[CH:11]=[N:12][CH:13]=[CH:14][CH:15]=2)(=[O:9])=[O:8])[CH:5]=[C:4]([CH2:16][N:17]([CH3:25])[C:18](=[O:24])[O:19][C:20]([CH3:23])([CH3:22])[CH3:21])[CH:3]=1.[C:26]([C:28]1[CH:33]=[CH:32][C:31](B(O)O)=[CH:30][CH:29]=1)#[N:27].C(=O)([O-])[O-].[Na+].[Na+], predict the reaction product. (8) Given the reactants [CH2:1]([O:8][PH:9]([CH2:11][CH2:12][CH2:13][CH2:14][C:15]1[CH:20]=[CH:19][CH:18]=[CH:17][CH:16]=1)=[O:10])[C:2]1[CH:7]=[CH:6][CH:5]=[CH:4][CH:3]=1.C[Si]([CH:25]([Si](C)(C)C)[C:26](N)=O)(C)C.[NH2:33][C@H:34]([C:46]([NH:48][C@H:49]([C:68]([OH:70])=[O:69])[CH2:50][C:51]1[C:59]2[C:54](=[CH:55][CH:56]=[CH:57][CH:58]=2)[N:53](OCC2C=CC=CC=2)[CH:52]=1)=[O:47])[CH2:35][C:36](=[O:45])[O:37][CH2:38][C:39]1[CH:44]=[CH:43][CH:42]=[CH:41][CH:40]=1.CCN([CH2:76][CH3:77])CC.[C:78](Cl)(Cl)(Cl)Cl.[CH3:83][C:84]#N, predict the reaction product. The product is: [CH2:38]([O:37][C:36](=[O:45])[CH2:35][CH:34]([NH:33][P:9]([O:8][CH2:1][C:2]1[CH:3]=[CH:4][CH:5]=[CH:6][CH:7]=1)([CH2:11][CH2:12][CH2:13][CH2:14][C:15]1[CH:16]=[CH:17][CH:18]=[CH:19][CH:20]=1)=[O:10])[C:46]([NH:48][CH:49]([C:68]([O:70][CH2:78][C:26]1[CH:25]=[CH:77][CH:76]=[CH:84][CH:83]=1)=[O:69])[CH2:50][C:51]1[C:59]2[C:54](=[CH:55][CH:56]=[CH:57][CH:58]=2)[NH:53][CH:52]=1)=[O:47])[C:39]1[CH:44]=[CH:43][CH:42]=[CH:41][CH:40]=1. (9) The product is: [NH2:20][C:11]1[C:10]([NH:9][C:3]2[CH:4]=[CH:5][C:6]([I:8])=[CH:7][C:2]=2[F:1])=[CH:15][C:14](=[O:16])[N:13]2[CH2:17][CH2:18][S:19][C:12]=12. Given the reactants [F:1][C:2]1[CH:7]=[C:6]([I:8])[CH:5]=[CH:4][C:3]=1[NH:9][C:10]1[C:11]([N+:20]([O-])=O)=[C:12]2[S:19][CH2:18][CH2:17][N:13]2[C:14](=[O:16])[CH:15]=1.Cl[Sn]Cl.O.Cl, predict the reaction product.